This data is from Catalyst prediction with 721,799 reactions and 888 catalyst types from USPTO. The task is: Predict which catalyst facilitates the given reaction. Reactant: [Br:1][C:2]1[CH:7]=[C:6]([NH2:8])[C:5]([NH2:9])=[C:4]([F:10])[C:3]=1[F:11].O[CH:13]1[CH:18](O)OCCO1. Product: [Br:1][C:2]1[CH:7]=[C:6]2[C:5]([N:9]=[CH:13][CH:18]=[N:8]2)=[C:4]([F:10])[C:3]=1[F:11]. The catalyst class is: 8.